Dataset: Forward reaction prediction with 1.9M reactions from USPTO patents (1976-2016). Task: Predict the product of the given reaction. (1) Given the reactants [CH3:1][C:2]1([CH3:38])[CH2:6][CH:5]([CH2:7][N:8]2[C:16]3[C:11](=[N:12][C:13]([C:17]4[CH:18]=[N:19][N:20](C5CCCCO5)[CH:21]=4)=[CH:14][CH:15]=3)[CH:10]=[CH:9]2)[CH2:4][N:3]1[C:28](=[O:37])[CH2:29][CH2:30][C:31]1[CH:36]=[CH:35][CH:34]=[CH:33][CH:32]=1.C1(C)C=CC(S(O)(=O)=O)=CC=1.C(=O)(O)[O-].[Na+], predict the reaction product. The product is: [NH:19]1[CH:18]=[C:17]([C:13]2[N:12]=[C:11]3[CH:10]=[CH:9][N:8]([CH2:7][CH:5]4[CH2:4][N:3]([C:28](=[O:37])[CH2:29][CH2:30][C:31]5[CH:32]=[CH:33][CH:34]=[CH:35][CH:36]=5)[C:2]([CH3:38])([CH3:1])[CH2:6]4)[C:16]3=[CH:15][CH:14]=2)[CH:21]=[N:20]1. (2) Given the reactants [F:1][C:2]1[CH:3]=[CH:4][C:5]([N+:10]([O-:12])=[O:11])=[C:6]([CH:9]=1)[CH:7]=[O:8].[CH2:13]([OH:17])[CH2:14][CH2:15][CH3:16].O.[C:19]1(C)[CH:24]=CC(S(O)(=O)=O)=[CH:21][CH:20]=1, predict the reaction product. The product is: [CH2:24]([O:8][CH:7]([O:17][CH2:13][CH2:14][CH2:15][CH3:16])[C:6]1[CH:9]=[C:2]([F:1])[CH:3]=[CH:4][C:5]=1[N+:10]([O-:12])=[O:11])[CH2:19][CH2:20][CH3:21].